From a dataset of Forward reaction prediction with 1.9M reactions from USPTO patents (1976-2016). Predict the product of the given reaction. (1) Given the reactants [Cl:1][C:2]1[N:3]=[C:4]([C:9]([NH:11][C@H:12]2[CH2:17][CH2:16][N:15]([C:18]3[S:19][C:20]([C:30]([O:32]CC)=[O:31])=[C:21]([C:23](=[O:29])[NH:24][CH2:25][CH2:26][O:27][CH3:28])[N:22]=3)[CH2:14][C@H:13]2[O:35][CH:36]([CH3:38])[CH3:37])=[O:10])[NH:5][C:6]=1[CH2:7][CH3:8].O.[OH-].[Li+].O, predict the reaction product. The product is: [Cl:1][C:2]1[N:3]=[C:4]([C:9]([NH:11][C@H:12]2[CH2:17][CH2:16][N:15]([C:18]3[S:19][C:20]([C:30]([OH:32])=[O:31])=[C:21]([C:23](=[O:29])[NH:24][CH2:25][CH2:26][O:27][CH3:28])[N:22]=3)[CH2:14][C@H:13]2[O:35][CH:36]([CH3:37])[CH3:38])=[O:10])[NH:5][C:6]=1[CH2:7][CH3:8]. (2) Given the reactants I.[Br:2][C:3]1[CH:4]=[C:5]2[C:10]([NH:11][C@H:12]3[C@@H:16]([CH3:17])[CH2:15][NH:14][CH2:13]3)=[C:9]([C:18]([NH2:20])=[O:19])[CH:8]=[N:7][N:6]2[CH:21]=1.CCN(C(C)C)C(C)C.[CH3:31][S:32](Cl)(=[O:34])=[O:33], predict the reaction product. The product is: [Br:2][C:3]1[CH:4]=[C:5]2[C:10]([NH:11][C@H:12]3[C@@H:16]([CH3:17])[CH2:15][N:14]([S:32]([CH3:31])(=[O:34])=[O:33])[CH2:13]3)=[C:9]([C:18]([NH2:20])=[O:19])[CH:8]=[N:7][N:6]2[CH:21]=1. (3) Given the reactants FC(F)(F)S(O[C:7]1[C:8]([C:22]2[CH:27]=[C:26]([O:28][CH3:29])[CH:25]=[CH:24][C:23]=2[F:30])=[N:9][CH:10]=[C:11]([CH2:13][O:14][Si:15]([C:18]([CH3:21])([CH3:20])[CH3:19])([CH3:17])[CH3:16])[CH:12]=1)(=O)=O.[CH2:33]([Mg]Cl)[C:34]([CH3:37])([CH3:36])[CH3:35].Cl, predict the reaction product. The product is: [Si:15]([O:14][CH2:13][C:11]1[CH:12]=[C:7]([CH2:33][C:34]([CH3:37])([CH3:36])[CH3:35])[C:8]([C:22]2[CH:27]=[C:26]([O:28][CH3:29])[CH:25]=[CH:24][C:23]=2[F:30])=[N:9][CH:10]=1)([C:18]([CH3:21])([CH3:20])[CH3:19])([CH3:16])[CH3:17]. (4) Given the reactants FC(F)(F)C1C=C(CCC=O)C=CC=1.[ClH:15].C1([C@H](N)C)C2C(=CC=CC=2)C=CC=1.[BH-](OC(C)=O)(OC(C)=O)OC(C)=O.[Na+].[CH3:43][C@@H:44]([NH:55][CH2:56][CH2:57][CH2:58][C:59]1[CH:60]=[CH:61][CH:62]=[C:63]([C:65]([F:68])([F:67])[F:66])[CH:64]=1)[C:45]1[CH:46]=[CH:47][CH:48]=[C:49]2[CH:54]=[CH:53][CH:52]=[CH:51][C:50]=12, predict the reaction product. The product is: [CH3:43][C@@H:44]([NH:55][CH2:56][CH2:57][CH2:58][C:59]1[CH:60]=[CH:61][CH:62]=[C:63]([C:65]([F:66])([F:67])[F:68])[CH:64]=1)[C:45]1[CH:46]=[CH:47][CH:48]=[C:49]2[CH:54]=[CH:53][CH:52]=[CH:51][C:50]=12.[ClH:15]. (5) Given the reactants [F:1][C:2]1[CH:7]=[CH:6][C:5]([S:8]([N:11]([CH3:31])[C@H:12]([CH2:28][CH:29]=O)[CH2:13][N:14]2[C:18]3=[N:19][CH:20]=[CH:21][CH:22]=[C:17]3[C:16]([CH2:23][C:24]([O:26][CH3:27])=[O:25])=[CH:15]2)(=[O:10])=[O:9])=[CH:4][CH:3]=1.CC1C=CC(S([O-])(=O)=O)=CC=1.C1C=C[NH+]=CC=1, predict the reaction product. The product is: [F:1][C:2]1[CH:3]=[CH:4][C:5]([S:8]([N:11]([CH3:31])[C@@H:12]2[CH:28]=[CH:29][C:15]3[N:14]([C:18]4[N:19]=[CH:20][CH:21]=[CH:22][C:17]=4[C:16]=3[CH2:23][C:24]([O:26][CH3:27])=[O:25])[CH2:13]2)(=[O:9])=[O:10])=[CH:6][CH:7]=1. (6) The product is: [C:1]([N:8]1[CH2:13][CH2:12][N:11]([C:14]2[CH:19]=[CH:18][CH:17]=[CH:16][C:15]=2[NH:20][S:30]([CH2:28][CH3:29])(=[O:32])=[O:31])[CH2:10][CH2:9]1)([O:3][C:4]([CH3:7])([CH3:6])[CH3:5])=[O:2]. Given the reactants [C:1]([N:8]1[CH2:13][CH2:12][N:11]([C:14]2[CH:19]=[CH:18][CH:17]=[CH:16][C:15]=2[NH2:20])[CH2:10][CH2:9]1)([O:3][C:4]([CH3:7])([CH3:6])[CH3:5])=[O:2].C(N(CC)CC)C.[CH2:28]([S:30](Cl)(=[O:32])=[O:31])[CH3:29], predict the reaction product. (7) Given the reactants [Cl:17][C:14]1[CH:15]=[C:16](B([C:11]2[CH:16]=[CH:15][C:14]([Cl:17])=[C:13]([Cl:18])[CH:12]=2)O)[CH:11]=[CH:12][C:13]=1[Cl:18].[OH-].[Na+].Br[C:22]1[CH:27]=[C:26]([F:28])[CH:25]=[CH:24][C:23]=1[NH:29][C:30]([C:32]1[C:33]([CH:38]([F:40])[F:39])=[N:34][N:35]([CH3:37])[CH:36]=1)=[O:31].F[B-](F)(F)F.C([PH+](C(C)(C)C)C(C)(C)C)(C)(C)C, predict the reaction product. The product is: [Cl:18][C:13]1[CH:12]=[C:11]([C:22]2[CH:27]=[C:26]([F:28])[CH:25]=[CH:24][C:23]=2[NH:29][C:30]([C:32]2[C:33]([CH:38]([F:39])[F:40])=[N:34][N:35]([CH3:37])[CH:36]=2)=[O:31])[CH:16]=[CH:15][C:14]=1[Cl:17]. (8) The product is: [N:31]1([CH2:30][C:27]2[CH:28]=[CH:29][C:24]([CH2:23][N:21]3[CH:22]=[C:15]4[C:16]([N:17]=[CH:18][N:19]=[C:14]4[NH:1][CH2:2][C:3]4[C:8]([CH3:9])=[N:7][C:6]([NH:10][CH3:11])=[CH:5][C:4]=4[CH3:12])=[N:20]3)=[CH:25][CH:26]=2)[CH:35]=[CH:34][CH:33]=[N:32]1. Given the reactants [NH2:1][CH2:2][C:3]1[C:4]([CH3:12])=[CH:5][C:6]([NH:10][CH3:11])=[N:7][C:8]=1[CH3:9].Cl[C:14]1[C:15]2[C:16](=[N:20][N:21]([CH2:23][C:24]3[CH:29]=[CH:28][C:27]([CH2:30][N:31]4[CH:35]=[CH:34][CH:33]=[N:32]4)=[CH:26][CH:25]=3)[CH:22]=2)[N:17]=[CH:18][N:19]=1.CCN(C(C)C)C(C)C, predict the reaction product. (9) Given the reactants [Cl:1][C:2]1[C:10]([CH3:11])=[C:9]2[C:5]([CH2:6][CH2:7][C:8]2=O)=[CH:4][CH:3]=1.[BH3-]C#[N:15].[Na+], predict the reaction product. The product is: [Cl:1][C:2]1[C:10]([CH3:11])=[C:9]2[C:5]([CH2:6][CH2:7][CH:8]2[NH2:15])=[CH:4][CH:3]=1.